Dataset: Catalyst prediction with 721,799 reactions and 888 catalyst types from USPTO. Task: Predict which catalyst facilitates the given reaction. (1) Reactant: [CH:1]1[C:2]([CH2:10][C@@H:11]([NH2:28])[CH2:12][C:13]([N:15]2[CH2:27][C:19]3=[N:20][N:21]=[C:22]([C:23]([F:26])([F:25])[F:24])[N:18]3[CH2:17][CH2:16]2)=[O:14])=[C:3]([F:9])[CH:4]=[C:5]([F:8])[C:6]=1[F:7].[C:29]1([S:35]([OH:38])(=[O:37])=[O:36])[CH:34]=[CH:33][CH:32]=[CH:31][CH:30]=1. Product: [CH:1]1[C:2]([CH2:10][C@@H:11]([NH2:28])[CH2:12][C:13]([N:15]2[CH2:27][C:19]3=[N:20][N:21]=[C:22]([C:23]([F:26])([F:25])[F:24])[N:18]3[CH2:17][CH2:16]2)=[O:14])=[C:3]([F:9])[CH:4]=[C:5]([F:8])[C:6]=1[F:7].[C:29]1([S:35]([O-:38])(=[O:37])=[O:36])[CH:34]=[CH:33][CH:32]=[CH:31][CH:30]=1. The catalyst class is: 5. (2) Reactant: [CH2:1]1[NH:15][C:4](=[C:5]2[CH:11]=[C:10]([N+:12]([O-])=O)[C:8](=[O:9])[CH:7]=[CH:6]2)[NH:3][CH2:2]1.C([O-])=O.[NH4+]. Product: [NH2:12][C:10]1[CH:11]=[C:5]([C:4]2[NH:15][CH2:1][CH2:2][N:3]=2)[CH:6]=[CH:7][C:8]=1[OH:9]. The catalyst class is: 19. (3) Reactant: Cl.[F:2][C:3]1[CH:8]=[CH:7][C:6]([CH:9]([CH:34]2[CH2:39][CH2:38][NH:37][CH2:36][CH2:35]2)[C:10]([N:12]2[CH2:17][CH2:16][N:15]([CH2:18][CH2:19][CH2:20][CH2:21][C:22]3[C:31]4[C:26](=[CH:27][CH:28]=[CH:29][CH:30]=4)[CH:25]=[CH:24][C:23]=3[O:32][CH3:33])[CH2:14][CH2:13]2)=[O:11])=[CH:5][CH:4]=1.C(=O)([O-])[O-].[K+].[K+].I[CH:47]([CH3:49])[CH3:48]. Product: [CH:47]([N:37]1[CH2:36][CH2:35][CH:34]([CH:9]([C:6]2[CH:7]=[CH:8][C:3]([F:2])=[CH:4][CH:5]=2)[C:10]([N:12]2[CH2:17][CH2:16][N:15]([CH2:18][CH2:19][CH2:20][CH2:21][C:22]3[C:31]4[C:26](=[CH:27][CH:28]=[CH:29][CH:30]=4)[CH:25]=[CH:24][C:23]=3[O:32][CH3:33])[CH2:14][CH2:13]2)=[O:11])[CH2:39][CH2:38]1)([CH3:49])[CH3:48]. The catalyst class is: 42. (4) Reactant: Br[C:2]1[CH:3]=[CH:4][CH:5]=[C:6]2[C:10]=1[N:9]([CH3:11])[N:8]=[C:7]2[NH:12][S:13]([CH3:16])(=[O:15])=[O:14].[B:17]1([B:17]2[O:21][C:20]([CH3:23])([CH3:22])[C:19]([CH3:25])([CH3:24])[O:18]2)[O:21][C:20]([CH3:23])([CH3:22])[C:19]([CH3:25])([CH3:24])[O:18]1. Product: [CH3:11][N:9]1[C:10]2[C:6](=[CH:5][CH:4]=[CH:3][C:2]=2[B:17]2[O:21][C:20]([CH3:23])([CH3:22])[C:19]([CH3:25])([CH3:24])[O:18]2)[C:7]([NH:12][S:13]([CH3:16])(=[O:15])=[O:14])=[N:8]1. The catalyst class is: 12. (5) Reactant: [Cl:1][C:2]1[CH:3]=[CH:4][C:5]2[N:11]([CH2:12][C:13]3[CH:18]=[CH:17][C:16]([O:19][CH3:20])=[CH:15][C:14]=3[O:21][CH3:22])[C:10](=[O:23])[CH:9]([CH2:24][C:25]([NH:27][CH2:28][C:29](=O)[CH2:30][CH2:31][C:32]([O:34][CH3:35])=[O:33])=O)[CH2:8][CH:7]([C:37]3[CH:42]=[CH:41][CH:40]=[C:39]([O:43][CH3:44])[C:38]=3[O:45][CH3:46])[C:6]=2[CH:47]=1.COC1C=CC(P2(SP(C3C=CC(OC)=CC=3)(=S)S2)=[S:57])=CC=1. Product: [Cl:1][C:2]1[CH:3]=[CH:4][C:5]2[N:11]([CH2:12][C:13]3[CH:18]=[CH:17][C:16]([O:19][CH3:20])=[CH:15][C:14]=3[O:21][CH3:22])[C:10](=[O:23])[CH:9]([CH2:24][C:25]3[S:57][C:29]([CH2:30][CH2:31][C:32]([O:34][CH3:35])=[O:33])=[CH:28][N:27]=3)[CH2:8][CH:7]([C:37]3[CH:42]=[CH:41][CH:40]=[C:39]([O:43][CH3:44])[C:38]=3[O:45][CH3:46])[C:6]=2[CH:47]=1. The catalyst class is: 7. (6) Reactant: [C:1]([N:4]([CH3:47])[C:5]1[CH:10]=[CH:9][C:8]([C:11]2[N:12]=[C:13]3[C:19]4[CH:20]=[CH:21][CH:22]=[CH:23][C:18]=4[NH:17][C:16]4[N:24]=[CH:25][CH:26]=[CH:27][C:15]=4[N:14]3[C:28]=2[C:29]2[CH:34]=[CH:33][C:32]([C:35]3([NH:39]C(=O)OC(C)(C)C)[CH2:38][CH2:37][CH2:36]3)=[CH:31][CH:30]=2)=[CH:7][CH:6]=1)(=[O:3])[CH3:2].[ClH:48].O1CCOCC1. Product: [ClH:48].[ClH:48].[ClH:48].[NH2:39][C:35]1([C:32]2[CH:33]=[CH:34][C:29]([C:28]3[N:14]4[C:15]5[CH:27]=[CH:26][CH:25]=[N:24][C:16]=5[NH:17][C:18]5[CH:23]=[CH:22][CH:21]=[CH:20][C:19]=5[C:13]4=[N:12][C:11]=3[C:8]3[CH:7]=[CH:6][C:5]([N:4]([CH3:47])[C:1](=[O:3])[CH3:2])=[CH:10][CH:9]=3)=[CH:30][CH:31]=2)[CH2:38][CH2:37][CH2:36]1. The catalyst class is: 5. (7) Reactant: Br[CH2:2][CH2:3][O:4][C:5]1[CH:10]=[C:9]([S:11]([CH3:14])(=[O:13])=[O:12])[CH:8]=[C:7]([F:15])[CH:6]=1.[CH2:16]([NH2:20])[CH2:17][CH2:18][CH3:19].Cl. Product: [F:15][C:7]1[CH:6]=[C:5]([CH:10]=[C:9]([S:11]([CH3:14])(=[O:13])=[O:12])[CH:8]=1)[O:4][CH2:3][CH2:2][NH:20][CH2:16][CH2:17][CH2:18][CH3:19]. The catalyst class is: 8.